Task: Predict the reaction yield, written as a fraction of the theoretical maximum amount of product (1.0 means a 100% yield; for example, 0.34 means a 34% yield).. Dataset: Reaction yield outcomes from USPTO patents with 853,638 reactions (1) The product is [NH2:1][C:2]1[CH:9]=[CH:8][C:5]([C:6]([NH2:7])=[O:12])=[C:4]([Cl:10])[CH:3]=1. The yield is 0.750. The catalyst is CS(C)=O. The reactants are [NH2:1][C:2]1[CH:9]=[CH:8][C:5]([C:6]#[N:7])=[C:4]([Cl:10])[CH:3]=1.C(=O)([O-])[O-:12].[K+].[K+].OO.C(OCC)(=O)C. (2) The reactants are [CH2:1]([NH:3][CH2:4][CH2:5][NH:6][C:7]([C:9]1[NH:10][C:11]2[C:16]([CH:17]=1)=[CH:15][C:14]([N+:18]([O-:20])=[O:19])=[CH:13][CH:12]=2)=[O:8])[CH3:2].[C:21](O[C:21]([O:23][C:24]([CH3:27])([CH3:26])[CH3:25])=[O:22])([O:23][C:24]([CH3:27])([CH3:26])[CH3:25])=[O:22]. The catalyst is CN(C=O)C.C1COCC1. The product is [CH3:25][C:24]([O:23][C:21](=[O:22])[N:3]([CH2:1][CH3:2])[CH2:4][CH2:5][NH:6][C:7]([C:9]1[NH:10][C:11]2[C:16]([CH:17]=1)=[CH:15][C:14]([N+:18]([O-:20])=[O:19])=[CH:13][CH:12]=2)=[O:8])([CH3:27])[CH3:26]. The yield is 0.850. (3) The reactants are [N:1]([CH:4]([C:6]1[N:7]=[C:8]2[S:16][CH:15]=[C:14]([CH3:17])[N:9]2[C:10](=[O:13])[C:11]=1Br)[CH3:5])=[N+:2]=[N-:3].[F:18][C:19]1[CH:24]=[CH:23][C:22](B(O)O)=[CH:21][CH:20]=1.C(=O)([O-])[O-].[Na+].[Na+].O. The catalyst is O1CCOCC1.C(OCC)(=O)C.C1C=CC([P]([Pd]([P](C2C=CC=CC=2)(C2C=CC=CC=2)C2C=CC=CC=2)([P](C2C=CC=CC=2)(C2C=CC=CC=2)C2C=CC=CC=2)[P](C2C=CC=CC=2)(C2C=CC=CC=2)C2C=CC=CC=2)(C2C=CC=CC=2)C2C=CC=CC=2)=CC=1. The product is [N:1]([CH:4]([C:6]1[N:7]=[C:8]2[S:16][CH:15]=[C:14]([CH3:17])[N:9]2[C:10](=[O:13])[C:11]=1[C:22]1[CH:23]=[CH:24][C:19]([F:18])=[CH:20][CH:21]=1)[CH3:5])=[N+:2]=[N-:3]. The yield is 0.660. (4) The yield is 0.510. The product is [CH2:10]([C:12]1[C:13]([O:34][C@H:40]2[C@@H:39]3[O:52][C:53](=[O:55])[O:54][C@@H:38]3[C@@H:37]([O:36][CH3:35])[C:42]([CH3:44])([CH3:43])[O:41]2)=[CH:14][CH:15]=[C:16]2[C:21]=1[O:20][C:19](=[O:22])[C:18]([NH:23][C:24](=[O:33])[O:25][CH2:26][C:27]1[CH:32]=[CH:31][CH:30]=[CH:29][CH:28]=1)=[CH:17]2)[CH3:11]. The reactants are B(F)(F)F.CCOCC.[CH2:10]([C:12]1[C:13]([OH:34])=[CH:14][CH:15]=[C:16]2[C:21]=1[O:20][C:19](=[O:22])[C:18]([NH:23][C:24](=[O:33])[O:25][CH2:26][C:27]1[CH:32]=[CH:31][CH:30]=[CH:29][CH:28]=1)=[CH:17]2)[CH3:11].[CH3:35][O:36][C@H:37]1[C:42]([CH3:44])([CH3:43])[O:41][C@H:40](N=C([O-])C(Cl)(Cl)Cl)[C@@H:39]2[O:52][C:53](=[O:55])[O:54][C@H:38]12.C(N(CC)CC)C. The catalyst is C(Cl)Cl. (5) The reactants are [Cl:1][CH2:2][C:3](Cl)=[O:4].[C:6]12([OH:16])[CH2:15][CH:10]3[CH2:11][CH:12]([CH2:14][CH:8]([CH2:9]3)[CH2:7]1)[CH2:13]2.C(Cl)(Cl)Cl. No catalyst specified. The product is [Cl:1][CH2:2][C:3]([O:16][C:6]12[CH2:13][CH:12]3[CH2:11][CH:10]([CH2:9][CH:8]([CH2:14]3)[CH2:7]1)[CH2:15]2)=[O:4]. The yield is 0.370.